Task: Predict the product of the given reaction.. Dataset: Forward reaction prediction with 1.9M reactions from USPTO patents (1976-2016) Given the reactants [F:1][C:2]1[CH:15]=[CH:14][C:13]([CH3:16])=[CH:12][C:3]=1[NH:4][C:5]1[CH:10]=[CH:9][N:8]=[C:7](Cl)[N:6]=1.Br.C(Cl)Cl.[O:21]1[CH2:26][CH2:25][N:24]([CH2:27][CH2:28][CH2:29][O:30][C:31]2[CH:37]=[CH:36][C:34]([NH2:35])=[CH:33][CH:32]=2)[CH2:23][CH2:22]1, predict the reaction product. The product is: [F:1][C:2]1[CH:15]=[CH:14][C:13]([CH3:16])=[CH:12][C:3]=1[NH:4][C:5]1[CH:10]=[CH:9][N:8]=[C:7]([NH:35][C:34]2[CH:36]=[CH:37][C:31]([O:30][CH2:29][CH2:28][CH2:27][N:24]3[CH2:23][CH2:22][O:21][CH2:26][CH2:25]3)=[CH:32][CH:33]=2)[N:6]=1.